Dataset: Peptide-MHC class I binding affinity with 185,985 pairs from IEDB/IMGT. Task: Regression. Given a peptide amino acid sequence and an MHC pseudo amino acid sequence, predict their binding affinity value. This is MHC class I binding data. (1) The peptide sequence is ILFQKAFSM. The MHC is HLA-A24:02 with pseudo-sequence HLA-A24:02. The binding affinity (normalized) is 0.462. (2) The peptide sequence is KLREYEAAL. The MHC is HLA-A02:06 with pseudo-sequence HLA-A02:06. The binding affinity (normalized) is 0.226.